Dataset: Forward reaction prediction with 1.9M reactions from USPTO patents (1976-2016). Task: Predict the product of the given reaction. (1) Given the reactants C([O:5][C:6](=[O:24])[CH2:7][C@@H:8]([NH:13][S:14]([C:17]1[CH:23]=[CH:22][C:20]([CH3:21])=[CH:19][CH:18]=1)(=[O:16])=[O:15])[CH2:9][N:10]=[N+]=[N-])C(C)C.[ClH:25], predict the reaction product. The product is: [ClH:25].[S:14]([NH:13][C@@H:8]([CH2:9][NH2:10])[CH2:7][C:6]([OH:24])=[O:5])([C:17]1[CH:18]=[CH:19][C:20]([CH3:21])=[CH:22][CH:23]=1)(=[O:15])=[O:16]. (2) The product is: [F:42][C:41]([F:44])([F:43])[C:45]([OH:47])=[O:46].[Cl:34][C:24]1[C:23]2[C:28](=[CH:29][C:20]([S:17]([N:8]([CH2:9][C:10]3[CH:15]=[CH:14][CH:13]=[CH:12][C:11]=3[CH3:16])[CH2:7][C:6]([OH:35])=[O:5])(=[O:18])=[O:19])=[CH:21][CH:22]=2)[C:27]([NH:30][C:31]([NH2:33])=[NH:32])=[N:26][CH:25]=1. Given the reactants C([O:5][C:6](=[O:35])[CH2:7][N:8]([S:17]([C:20]1[CH:29]=[C:28]2[C:23]([C:24]([Cl:34])=[CH:25][N:26]=[C:27]2[NH:30][C:31]([NH2:33])=[NH:32])=[CH:22][CH:21]=1)(=[O:19])=[O:18])[CH2:9][C:10]1[CH:15]=[CH:14][CH:13]=[CH:12][C:11]=1[CH3:16])(C)(C)C.CCOCC.[C:41]([C:45]([OH:47])=[O:46])([F:44])([F:43])[F:42], predict the reaction product.